From a dataset of Catalyst prediction with 721,799 reactions and 888 catalyst types from USPTO. Predict which catalyst facilitates the given reaction. (1) Reactant: [F:1][C:2]1[C:7]2[CH2:8][CH2:9][CH2:10][CH2:11][C:12](=[O:13])[C:6]=2[C:5]([F:14])=[CH:4][C:3]=1[N:15]1[CH2:19][C@H:18]([CH2:20][NH:21][C:22](=[O:24])[CH3:23])[O:17][C:16]1=[O:25].CO[CH:28](OC)[N:29]([CH3:31])[CH3:30]. Product: [CH3:28][N:29]([CH:31]=[C:11]1[CH2:10][CH2:9][CH2:8][C:7]2[C:2]([F:1])=[C:3]([N:15]3[CH2:19][C@H:18]([CH2:20][NH:21][C:22](=[O:24])[CH3:23])[O:17][C:16]3=[O:25])[CH:4]=[C:5]([F:14])[C:6]=2[C:12]1=[O:13])[CH3:30]. The catalyst class is: 259. (2) Reactant: [OH2:1].[OH-].[Na+].[C:4]1([OH:10])[CH:9]=[CH:8][CH:7]=[CH:6][CH:5]=1.[C:11](Cl)(Cl)=[O:12]. Product: [C:11](=[O:12])([O:1][C:4]1[CH:9]=[CH:8][CH:7]=[CH:6][CH:5]=1)[O:10][C:4]1[CH:9]=[CH:8][CH:7]=[CH:6][CH:5]=1. The catalyst class is: 2. (3) Reactant: B(Br)(Br)Br.[Br:5][C:6]1[CH:7]=[CH:8][C:9]([Cl:14])=[C:10]([O:12]C)[CH:11]=1. Product: [Br:5][C:6]1[CH:11]=[C:10]([OH:12])[C:9]([Cl:14])=[CH:8][CH:7]=1. The catalyst class is: 2. (4) Reactant: [Cl:1][C:2]1[N:7]=[C:6](Cl)[C:5]([N+:9]([O-:11])=[O:10])=[CH:4][N:3]=1.[C:12]([OH:21])(=[O:20])[C:13]1[C:14](=[CH:16][CH:17]=[CH:18][CH:19]=1)[NH2:15].C(N(CC)C(C)C)(C)C. Product: [Cl:1][C:2]1[N:7]=[C:6]([NH:15][C:14]2[CH:16]=[CH:17][CH:18]=[CH:19][C:13]=2[C:12]([OH:21])=[O:20])[C:5]([N+:9]([O-:11])=[O:10])=[CH:4][N:3]=1. The catalyst class is: 1. (5) Reactant: [F:1][C:2]1[CH:10]=[CH:9][CH:8]=[C:7]2[C:3]=1[CH:4]=[C:5]([C:11]([OH:13])=O)[NH:6]2.[NH4+].[Cl-].CC[N:18]=C=NCCCN(C)C.C1C=CC2N(O)N=NC=2C=1. Product: [F:1][C:2]1[CH:10]=[CH:9][CH:8]=[C:7]2[C:3]=1[CH:4]=[C:5]([C:11]([NH2:18])=[O:13])[NH:6]2. The catalyst class is: 3. (6) Reactant: [C:1]([C:3]1[CH:8]=[CH:7][CH:6]=[CH:5][C:4]=1[C:9]1[CH:14]=[CH:13][C:12]([CH2:15][C:16]2[C:17](=[O:43])[N:18]([C@H:29]3[CH2:34][CH2:33][C@H:32]([O:35][CH2:36][C:37](N(OC)C)=[O:38])[CH2:31][CH2:30]3)[C:19]3[N:20]([N:25]=[C:26]([CH3:28])[N:27]=3)[C:21]=2[CH2:22][CH2:23][CH3:24])=[CH:11][CH:10]=1)#[N:2].[CH2:44]([Mg]Br)[CH3:45].Cl. Product: [CH3:28][C:26]1[N:27]=[C:19]2[N:18]([C@H:29]3[CH2:30][CH2:31][C@H:32]([O:35][CH2:36][C:37](=[O:38])[CH2:44][CH3:45])[CH2:33][CH2:34]3)[C:17](=[O:43])[C:16]([CH2:15][C:12]3[CH:13]=[CH:14][C:9]([C:4]4[C:3]([C:1]#[N:2])=[CH:8][CH:7]=[CH:6][CH:5]=4)=[CH:10][CH:11]=3)=[C:21]([CH2:22][CH2:23][CH3:24])[N:20]2[N:25]=1. The catalyst class is: 7. (7) The catalyst class is: 8. Reactant: [F:1][C:2]1[CH:3]=[C:4]([CH:7]=[CH:8][C:9]=1[F:10])[CH:5]=O.[C:11]([OH:17])(=[O:16])[CH2:12]C(O)=O.C([O-])(=O)C.[NH4+:22]. Product: [NH2:22][CH:5]([C:4]1[CH:7]=[CH:8][C:9]([F:10])=[C:2]([F:1])[CH:3]=1)[CH2:12][C:11]([OH:17])=[O:16]. (8) Reactant: [N+:1]([C:4]1[CH:14]=[CH:13][C:7]([O:8][CH2:9][CH:10]2[O:12][CH2:11]2)=[CH:6][CH:5]=1)([O-:3])=[O:2].[CH3:15][NH:16][CH3:17]. Product: [CH3:15][N:16]([CH2:11][CH:10]([OH:12])[CH2:9][O:8][C:7]1[CH:13]=[CH:14][C:4]([N+:1]([O-:3])=[O:2])=[CH:5][CH:6]=1)[CH3:17]. The catalyst class is: 475. (9) Reactant: [F:1][C:2]1([F:29])[O:6][C:5]2[CH:7]=[C:8]([CH3:28])[C:9]([C:11]3[CH:16]=[CH:15][C:14]([NH:17][C:18]([C:20]4[C:25]([F:26])=[CH:24][CH:23]=[CH:22][C:21]=4[F:27])=O)=[CH:13][CH:12]=3)=[CH:10][C:4]=2[O:3]1.Cl.C(OCC)(=O)C. Product: [F:29][C:2]1([F:1])[O:6][C:5]2[CH:7]=[C:8]([CH3:28])[C:9]([C:11]3[CH:12]=[CH:13][C:14]([NH:17][CH2:18][C:20]4[C:25]([F:26])=[CH:24][CH:23]=[CH:22][C:21]=4[F:27])=[CH:15][CH:16]=3)=[CH:10][C:4]=2[O:3]1. The catalyst class is: 1. (10) Reactant: [OH-].[NH4+:2].[CH3:3][O:4][C:5]1[CH:14]=[C:13]2[C:8]([CH:9]=[CH:10][CH:11]=[C:12]2[CH2:15][C:16](Cl)=[O:17])=[CH:7][CH:6]=1. Product: [CH3:3][O:4][C:5]1[CH:14]=[C:13]2[C:8]([CH:9]=[CH:10][CH:11]=[C:12]2[CH2:15][C:16]([NH2:2])=[O:17])=[CH:7][CH:6]=1. The catalyst class is: 28.